Dataset: Forward reaction prediction with 1.9M reactions from USPTO patents (1976-2016). Task: Predict the product of the given reaction. (1) Given the reactants Br[C:2]1[CH:3]=[C:4]([O:9][CH:10]([F:12])[F:11])[C:5]([NH2:8])=[N:6][CH:7]=1.[O:13]1CCO[BH:14]1.[CH:18]1(P(C2CCCCC2)C2CCCCC2)[CH2:23]CCC[CH2:19]1.[C:37]([O-:40])(=O)[CH3:38].[K+].O1CCOC[CH2:43]1, predict the reaction product. The product is: [F:11][CH:10]([F:12])[O:9][C:4]1[C:5]([NH2:8])=[N:6][CH:7]=[C:2]([B:14]2[O:13][C:18]([CH3:23])([CH3:19])[C:37]([CH3:38])([CH3:43])[O:40]2)[CH:3]=1. (2) Given the reactants [NH2:1][C:2]1[CH:3]=[C:4]([CH:7]=[C:8]([NH:11][CH:12]2[CH2:17][CH2:16][NH:15][CH2:14][CH2:13]2)[C:9]=1[Cl:10])[C:5]#[N:6].[CH3:18][C:19]([O:22][C:23](O[C:23]([O:22][C:19]([CH3:21])([CH3:20])[CH3:18])=[O:24])=[O:24])([CH3:21])[CH3:20], predict the reaction product. The product is: [NH2:1][C:2]1[C:9]([Cl:10])=[C:8]([NH:11][CH:12]2[CH2:17][CH2:16][N:15]([C:23]([O:22][C:19]([CH3:21])([CH3:20])[CH3:18])=[O:24])[CH2:14][CH2:13]2)[CH:7]=[C:4]([C:5]#[N:6])[CH:3]=1. (3) Given the reactants [CH3:1][C:2]1[NH:3][CH:4]=[C:5]([C:7]#[C:8][C:9]2[CH:10]=[C:11]([CH:14]=[CH:15][CH:16]=2)[C:12]#[N:13])[N:6]=1.Cl[C:18]1[N:23]=[C:22]([CH3:24])[CH:21]=[CH:20][N:19]=1, predict the reaction product. The product is: [CH3:1][C:2]1[N:3]([C:18]2[N:23]=[C:22]([CH3:24])[CH:21]=[CH:20][N:19]=2)[CH:4]=[C:5]([C:7]#[C:8][C:9]2[CH:10]=[C:11]([CH:14]=[CH:15][CH:16]=2)[C:12]#[N:13])[N:6]=1. (4) Given the reactants [CH3:1][O:2][C:3]1[CH:8]=[CH:7][C:6]([C:9]2[CH:18]=[C:17]([CH:19]([C:21]3[CH:26]=[CH:25][CH:24]=[CH:23][N:22]=3)[OH:20])[C:16]3[C:11](=[CH:12][CH:13]=[CH:14][CH:15]=3)[N:10]=2)=[CH:5][CH:4]=1.Cl, predict the reaction product. The product is: [CH3:1][O:2][C:3]1[CH:4]=[CH:5][C:6]([C:9]2[CH:18]=[C:17]([CH:19]([CH:21]3[CH2:26][CH2:25][CH2:24][CH2:23][NH:22]3)[OH:20])[C:16]3[C:11](=[CH:12][CH:13]=[CH:14][CH:15]=3)[N:10]=2)=[CH:7][CH:8]=1.